This data is from NCI-60 drug combinations with 297,098 pairs across 59 cell lines. The task is: Regression. Given two drug SMILES strings and cell line genomic features, predict the synergy score measuring deviation from expected non-interaction effect. (1) Synergy scores: CSS=15.9, Synergy_ZIP=-0.968, Synergy_Bliss=6.22, Synergy_Loewe=2.75, Synergy_HSA=2.76. Drug 2: C(CC(=O)O)C(=O)CN.Cl. Cell line: OVCAR-5. Drug 1: CCCCCOC(=O)NC1=NC(=O)N(C=C1F)C2C(C(C(O2)C)O)O. (2) Drug 1: C1=NC2=C(N=C(N=C2N1C3C(C(C(O3)CO)O)O)F)N. Drug 2: C1=NC2=C(N1)C(=S)N=CN2. Cell line: NCI-H322M. Synergy scores: CSS=45.9, Synergy_ZIP=0.507, Synergy_Bliss=2.32, Synergy_Loewe=-15.3, Synergy_HSA=3.04. (3) Drug 1: C1=CC(=CC=C1CC(C(=O)O)N)N(CCCl)CCCl.Cl. Drug 2: N.N.Cl[Pt+2]Cl. Cell line: 786-0. Synergy scores: CSS=7.91, Synergy_ZIP=-4.72, Synergy_Bliss=-6.13, Synergy_Loewe=-12.1, Synergy_HSA=-8.03. (4) Drug 1: CC1=CC2C(CCC3(C2CCC3(C(=O)C)OC(=O)C)C)C4(C1=CC(=O)CC4)C. Drug 2: CC1=C(N=C(N=C1N)C(CC(=O)N)NCC(C(=O)N)N)C(=O)NC(C(C2=CN=CN2)OC3C(C(C(C(O3)CO)O)O)OC4C(C(C(C(O4)CO)O)OC(=O)N)O)C(=O)NC(C)C(C(C)C(=O)NC(C(C)O)C(=O)NCCC5=NC(=CS5)C6=NC(=CS6)C(=O)NCCC[S+](C)C)O. Cell line: HT29. Synergy scores: CSS=6.18, Synergy_ZIP=1.20, Synergy_Bliss=6.10, Synergy_Loewe=1.17, Synergy_HSA=2.36. (5) Drug 1: COC1=CC(=CC(=C1O)OC)C2C3C(COC3=O)C(C4=CC5=C(C=C24)OCO5)OC6C(C(C7C(O6)COC(O7)C8=CC=CS8)O)O. Drug 2: C1CCC(C(C1)N)N.C(=O)(C(=O)[O-])[O-].[Pt+4]. Cell line: M14. Synergy scores: CSS=35.3, Synergy_ZIP=-5.64, Synergy_Bliss=-1.65, Synergy_Loewe=-7.53, Synergy_HSA=-1.24. (6) Drug 1: CC1CCC2CC(C(=CC=CC=CC(CC(C(=O)C(C(C(=CC(C(=O)CC(OC(=O)C3CCCCN3C(=O)C(=O)C1(O2)O)C(C)CC4CCC(C(C4)OC)OCCO)C)C)O)OC)C)C)C)OC. Drug 2: CC12CCC3C(C1CCC2OP(=O)(O)O)CCC4=C3C=CC(=C4)OC(=O)N(CCCl)CCCl.[Na+]. Cell line: HS 578T. Synergy scores: CSS=20.8, Synergy_ZIP=10.0, Synergy_Bliss=16.2, Synergy_Loewe=4.63, Synergy_HSA=11.3.